From a dataset of Peptide-MHC class I binding affinity with 185,985 pairs from IEDB/IMGT. Regression. Given a peptide amino acid sequence and an MHC pseudo amino acid sequence, predict their binding affinity value. This is MHC class I binding data. (1) The binding affinity (normalized) is 0.452. The MHC is HLA-A02:01 with pseudo-sequence HLA-A02:01. The peptide sequence is YLDWHAGHA. (2) The peptide sequence is RAFWGQVQK. The MHC is HLA-A02:11 with pseudo-sequence HLA-A02:11. The binding affinity (normalized) is 0.0847. (3) The peptide sequence is VTDYVHEGV. The MHC is HLA-A02:03 with pseudo-sequence HLA-A02:03. The binding affinity (normalized) is 0.378. (4) The peptide sequence is LMWASSGFF. The MHC is HLA-B39:01 with pseudo-sequence HLA-B39:01. The binding affinity (normalized) is 0.0847. (5) The peptide sequence is EQYGPRHTL. The MHC is HLA-B15:09 with pseudo-sequence HLA-B15:09. The binding affinity (normalized) is 0.520.